From a dataset of Catalyst prediction with 721,799 reactions and 888 catalyst types from USPTO. Predict which catalyst facilitates the given reaction. Product: [C:7]1([CH3:25])[CH:12]=[CH:11][C:10]([C:13]2[O:14][C:15]3[C:16](=[C:18]([C:22]([NH2:27])=[O:23])[CH:19]=[CH:20][CH:21]=3)[N:17]=2)=[CH:9][CH:8]=1. Reactant: C(Cl)(=O)C(Cl)=O.[C:7]1([CH3:25])[CH:12]=[CH:11][C:10]([C:13]2[O:14][C:15]3[C:16](=[C:18]([C:22](O)=[O:23])[CH:19]=[CH:20][CH:21]=3)[N:17]=2)=[CH:9][CH:8]=1.O.[NH3:27]. The catalyst class is: 4.